From a dataset of Forward reaction prediction with 1.9M reactions from USPTO patents (1976-2016). Predict the product of the given reaction. Given the reactants [Br:1][C:2]1[CH:3]=[C:4]([CH:10]=O)[C:5]([CH:8]=O)=[CH:6][CH:7]=1.C(O[N:19]([CH2:22][CH3:23])CC)(=O)CC([O-])=O.[O-:24][CH2:25][CH3:26].[Na+].C([OH:30])C, predict the reaction product. The product is: [CH2:25]([O:24][C:23]([C:22]1[N:19]=[CH:10][C:4]2[C:5]([CH:8]=1)=[CH:6][CH:7]=[C:2]([Br:1])[CH:3]=2)=[O:30])[CH3:26].